Dataset: Reaction yield outcomes from USPTO patents with 853,638 reactions. Task: Predict the reaction yield, written as a fraction of the theoretical maximum amount of product (1.0 means a 100% yield; for example, 0.34 means a 34% yield). The reactants are S(Cl)(Cl)=O.[Cl:5][C:6]1[CH:11]=[CH:10][C:9]([CH2:12][C:13]([OH:15])=[O:14])=[C:8]([F:16])[CH:7]=1.[CH3:17]O. No catalyst specified. The product is [CH3:17][O:14][C:13](=[O:15])[CH2:12][C:9]1[CH:10]=[CH:11][C:6]([Cl:5])=[CH:7][C:8]=1[F:16]. The yield is 0.960.